Dataset: Forward reaction prediction with 1.9M reactions from USPTO patents (1976-2016). Task: Predict the product of the given reaction. (1) Given the reactants [CH3:1][S:2]([NH:5][C:6]1[CH:21]=[CH:20][C:9]2[NH:10][C:11]([CH2:16][C:17]([OH:19])=O)=[N:12][S:13](=[O:15])(=[O:14])[C:8]=2[CH:7]=1)(=[O:4])=[O:3].[CH2:22]([O:24][C:25]([CH:27]1[CH2:31][CH2:30][CH2:29][CH:28]1[NH:32][CH2:33][C:34]1[CH:39]=[CH:38][C:37]([Cl:40])=[CH:36][CH:35]=1)=[O:26])[CH3:23].Cl.CN(C)CCCN=C=NCC.CN1CCOCC1.Cl, predict the reaction product. The product is: [CH2:22]([O:24][C:25]([CH:27]1[CH2:31][CH2:30][CH2:29][CH:28]1[N:32]([CH2:33][C:34]1[CH:35]=[CH:36][C:37]([Cl:40])=[CH:38][CH:39]=1)[C:17](=[O:19])[CH2:16][C:11]1[NH:10][C:9]2[CH:20]=[CH:21][C:6]([NH:5][S:2]([CH3:1])(=[O:3])=[O:4])=[CH:7][C:8]=2[S:13](=[O:14])(=[O:15])[N:12]=1)=[O:26])[CH3:23]. (2) The product is: [C:14]([O:18][C:41](=[O:26])[NH:38][C@@H:9]1[CH2:10][C@H:8]1[C:4]1[CH:3]=[C:2]([Br:1])[S:6][C:5]=1[CH3:7])([CH3:17])([CH3:16])[CH3:15]. Given the reactants [Br:1][C:2]1[S:6][C:5]([CH3:7])=[C:4]([C@@H:8]2[CH2:10][C@H:9]2C(O)=O)[CH:3]=1.[C:14]([OH:18])([CH3:17])([CH3:16])[CH3:15].C1(P(N=[N+]=[N-])(C2C=CC=CC=2)=[O:26])C=CC=CC=1.C([N:38]([CH2:41]C)CC)C, predict the reaction product. (3) Given the reactants [Cl:1][C:2]1[CH:7]=[CH:6][N:5]=[C:4]([NH:8]C(=O)OC(C)(C)C)[C:3]=1[I:16].C1(OC)C=CC=CC=1.C(O)(C(F)(F)F)=O, predict the reaction product. The product is: [Cl:1][C:2]1[CH:7]=[CH:6][N:5]=[C:4]([NH2:8])[C:3]=1[I:16]. (4) Given the reactants C[Si](Cl)(C)C.[I-].[Na+].C(#N)C.[CH2:11]([N:13]1[C:22]2[CH:21]=[CH:20][C:19]([CH:23]([CH3:25])[CH3:24])=[CH:18][C:17]=2[C:16](=[O:26])[C:15]2[C:27](O)([C:34]3[CH:39]=[CH:38][CH:37]=[CH:36][CH:35]=3)[C:28]3[C:33]([C:14]1=2)=[CH:32][CH:31]=[CH:30][CH:29]=3)[CH3:12].S([O-])([O-])=O.[Na+].[Na+], predict the reaction product. The product is: [CH2:11]([N:13]1[C:22]2[CH:21]=[CH:20][C:19]([CH:23]([CH3:25])[CH3:24])=[CH:18][C:17]=2[C:16](=[O:26])[C:15]2[CH:27]([C:34]3[CH:35]=[CH:36][CH:37]=[CH:38][CH:39]=3)[C:28]3[C:33]([C:14]1=2)=[CH:32][CH:31]=[CH:30][CH:29]=3)[CH3:12]. (5) Given the reactants [C:1]([O:5][C:6]([N:8]1[CH2:13][CH2:12][N:11]([C:14]2[N:19]=[CH:18][C:17](Br)=[CH:16][N:15]=2)[CH2:10][CH2:9]1)=[O:7])([CH3:4])([CH3:3])[CH3:2].[F:21][C:22]1[CH:27]=[CH:26][C:25](B(O)O)=[CH:24][CH:23]=1.P([O-])([O-])([O-])=O.[K+].[K+].[K+], predict the reaction product. The product is: [C:1]([O:5][C:6]([N:8]1[CH2:13][CH2:12][N:11]([C:14]2[N:19]=[CH:18][C:17]([C:25]3[CH:26]=[CH:27][C:22]([F:21])=[CH:23][CH:24]=3)=[CH:16][N:15]=2)[CH2:10][CH2:9]1)=[O:7])([CH3:4])([CH3:3])[CH3:2].